This data is from Catalyst prediction with 721,799 reactions and 888 catalyst types from USPTO. The task is: Predict which catalyst facilitates the given reaction. (1) Reactant: [CH3:1][C:2]1([CH3:12])[C:10]2[C:5](=[CH:6][CH:7]=[CH:8][CH:9]=2)[C:4](=[O:11])[CH2:3]1.[CH2:13](B(CC)CC)C.CI.[OH-].[Na+].OO. Product: [CH3:1][C:2]1([CH3:12])[C:10]2[C:5](=[CH:6][CH:7]=[CH:8][CH:9]=2)[C:4](=[O:11])[CH:3]1[CH3:13]. The catalyst class is: 20. (2) Reactant: [CH2:1]([C:4]1[CH:13]=[CH:12][C:7]2[C:8](=[O:11])[O:9][CH2:10][C:6]=2[C:5]=1[Br:14])[CH:2]=C.[O:15]=[O+][O-].CSC. Product: [Br:14][C:5]1[C:6]2[CH2:10][O:9][C:8](=[O:11])[C:7]=2[CH:12]=[CH:13][C:4]=1[CH2:1][CH:2]=[O:15]. The catalyst class is: 191. (3) Reactant: [N+](C1C=CC([C:8]([O:10][CH2:11][CH2:12][CH2:13][CH2:14][C@H:15]([O:17][N+:18]([O-:20])=[O:19])[CH3:16])=[O:9])=CC=1)([O-])=O.N1C=CC=CC=1.C(Cl)Cl.[Cl:32][CH:33]([O:35]C(Cl)=O)[CH3:34]. Product: [C:8](=[O:9])([O:35][CH:33]([Cl:32])[CH3:34])[O:10][CH2:11][CH2:12][CH2:13][CH2:14][C@H:15]([O:17][N+:18]([O-:20])=[O:19])[CH3:16]. The catalyst class is: 273. (4) Reactant: [C:1]([OH:4])(=[O:3])[CH3:2].[CH3:5][N:6]([C:8]([NH:10][C:11]([NH2:13])=[NH:12])=[NH:9])[CH3:7]. Product: [CH3:5][N:6]([C:8]([NH:10][C:11]([NH2:13])=[NH:12])=[NH:9])[CH3:7].[C:1]([O-:4])(=[O:3])[CH3:2]. The catalyst class is: 21. (5) Reactant: C(OC([NH:8][NH:9][C@@H:10]1[CH2:15][CH2:14][C@H:13]([C:16]([O:18][CH2:19][CH3:20])=[O:17])[CH2:12][CH2:11]1)=O)(C)(C)C.Cl.C(OCC)C. Product: [NH:9]([C@@H:10]1[CH2:11][CH2:12][C@H:13]([C:16]([O:18][CH2:19][CH3:20])=[O:17])[CH2:14][CH2:15]1)[NH2:8]. The catalyst class is: 12.